Dataset: Forward reaction prediction with 1.9M reactions from USPTO patents (1976-2016). Task: Predict the product of the given reaction. (1) Given the reactants C1(C2C(OCC3(C(F)(F)F)CCCCC3)=CC(F)=C(C=2)C(OC(C)(C)C)=O)CC1.[CH:30]1([C:33]2[C:34]([O:47][CH2:48][CH:49]3[CH2:54][CH2:53][CH2:52][C:51]([CH3:56])([CH3:55])[CH2:50]3)=[CH:35][C:36]([F:46])=[C:37]([CH:45]=2)[C:38]([O:40]C(C)(C)C)=[O:39])[CH2:32][CH2:31]1, predict the reaction product. The product is: [CH:30]1([C:33]2[C:34]([O:47][CH2:48][CH:49]3[CH2:54][CH2:53][CH2:52][C:51]([CH3:56])([CH3:55])[CH2:50]3)=[CH:35][C:36]([F:46])=[C:37]([CH:45]=2)[C:38]([OH:40])=[O:39])[CH2:32][CH2:31]1. (2) The product is: [CH3:15][O:14][C:11]1[CH:12]=[CH:13][C:7]2[C:6]3[C:16]([N:29]4[CH2:30][CH2:31][N:26]([CH3:25])[CH2:27][CH2:28]4)=[N:1][C:2]4[CH:24]=[CH:23][CH:22]=[CH:21][C:3]=4[NH:4][C:5]=3[S:9][C:8]=2[CH:10]=1. Given the reactants [NH2:1][C:2]1[CH:24]=[CH:23][CH:22]=[CH:21][C:3]=1[NH:4][C:5]1[S:9][C:8]2[CH:10]=[C:11]([O:14][CH3:15])[CH:12]=[CH:13][C:7]=2[C:6]=1[C:16](OCC)=O.[CH3:25][N:26]1[CH2:31][CH2:30][NH:29][CH2:28][CH2:27]1.C1(OC)C=CC=CC=1, predict the reaction product. (3) The product is: [Cl:1][C:2]1[CH:3]=[C:4]([C:5]2[C:6]([C:13]3[CH:18]=[CH:17][C:16]([C:19]4[CH:24]=[CH:23][CH:22]=[C:21]([O:25][CH2:26][CH3:27])[CH:20]=4)=[CH:15][CH:14]=3)=[CH:7][NH:31][N:30]=2)[C:9]([OH:8])=[CH:10][C:11]=1[OH:12]. Given the reactants [Cl:1][C:2]1[CH:3]=[C:4]2[C:9](=[CH:10][C:11]=1[OH:12])[O:8][CH:7]=[C:6]([C:13]1[CH:18]=[CH:17][C:16]([C:19]3[CH:24]=[CH:23][CH:22]=[C:21]([O:25][CH2:26][CH3:27])[CH:20]=3)=[CH:15][CH:14]=1)[C:5]2=O.O.[NH2:30][NH2:31], predict the reaction product. (4) Given the reactants C[Si]([N-][Si](C)(C)C)(C)C.[Na+].C1COCC1.C([O:18][C:19](=[O:40])/[CH:20]=[CH:21]/[C:22]1[CH:23]=[N:24][C:25]([NH:33][C:34](=[O:39])[CH2:35][CH:36]([CH3:38])[CH3:37])=[C:26]([CH:32]=1)[C:27]([O:29]CC)=O)C.CO, predict the reaction product. The product is: [OH:29][C:27]1[C:26]2[CH:32]=[C:22](/[CH:21]=[CH:20]/[C:19]([OH:18])=[O:40])[CH:23]=[N:24][C:25]=2[NH:33][C:34](=[O:39])[C:35]=1[CH:36]([CH3:37])[CH3:38]. (5) Given the reactants [NH2:1][C@H:2]([C:10]([OH:12])=[O:11])[CH2:3][C:4]1[CH:9]=[CH:8][CH:7]=[CH:6][CH:5]=1.[I:13]I, predict the reaction product. The product is: [I:13][C:7]1[CH:8]=[CH:9][C:4]([CH2:3][C@@H:2]([C:10]([OH:12])=[O:11])[NH2:1])=[CH:5][CH:6]=1.